Dataset: Peptide-MHC class II binding affinity with 134,281 pairs from IEDB. Task: Regression. Given a peptide amino acid sequence and an MHC pseudo amino acid sequence, predict their binding affinity value. This is MHC class II binding data. (1) The MHC is HLA-DQA10102-DQB10602 with pseudo-sequence HLA-DQA10102-DQB10602. The peptide sequence is DSNIMNSINNVMDEIDFFEK. The binding affinity (normalized) is 0.493. (2) The peptide sequence is APTGMFVAGAKYMVI. The MHC is HLA-DPA10301-DPB10402 with pseudo-sequence HLA-DPA10301-DPB10402. The binding affinity (normalized) is 0.362. (3) The peptide sequence is IKAVRGDLNFVNRAN. The MHC is DRB1_0701 with pseudo-sequence DRB1_0701. The binding affinity (normalized) is 0. (4) The peptide sequence is AVTYYKEADYSQIPI. The binding affinity (normalized) is 0.0355. The MHC is DRB1_0301 with pseudo-sequence DRB1_0301. (5) The peptide sequence is VAYFNMVYMPASWVM. The MHC is DRB5_0101 with pseudo-sequence DRB5_0101. The binding affinity (normalized) is 0.409. (6) The peptide sequence is IAEPTAAAIAYGLDR. The MHC is HLA-DQA10501-DQB10301 with pseudo-sequence HLA-DQA10501-DQB10301. The binding affinity (normalized) is 0.685.